From a dataset of NCI-60 drug combinations with 297,098 pairs across 59 cell lines. Regression. Given two drug SMILES strings and cell line genomic features, predict the synergy score measuring deviation from expected non-interaction effect. (1) Drug 1: C1=CN(C(=O)N=C1N)C2C(C(C(O2)CO)O)O.Cl. Drug 2: CC1=C(N=C(N=C1N)C(CC(=O)N)NCC(C(=O)N)N)C(=O)NC(C(C2=CN=CN2)OC3C(C(C(C(O3)CO)O)O)OC4C(C(C(C(O4)CO)O)OC(=O)N)O)C(=O)NC(C)C(C(C)C(=O)NC(C(C)O)C(=O)NCCC5=NC(=CS5)C6=NC(=CS6)C(=O)NCCC[S+](C)C)O. Cell line: NCI/ADR-RES. Synergy scores: CSS=52.0, Synergy_ZIP=0.727, Synergy_Bliss=0.177, Synergy_Loewe=1.64, Synergy_HSA=6.45. (2) Drug 1: C1CCC(CC1)NC(=O)N(CCCl)N=O. Drug 2: CN(C)N=NC1=C(NC=N1)C(=O)N. Cell line: DU-145. Synergy scores: CSS=0.611, Synergy_ZIP=-2.52, Synergy_Bliss=-3.65, Synergy_Loewe=-6.46, Synergy_HSA=-5.53. (3) Drug 1: CCC1(CC2CC(C3=C(CCN(C2)C1)C4=CC=CC=C4N3)(C5=C(C=C6C(=C5)C78CCN9C7C(C=CC9)(C(C(C8N6C)(C(=O)OC)O)OC(=O)C)CC)OC)C(=O)OC)O.OS(=O)(=O)O. Drug 2: C1=NC(=NC(=O)N1C2C(C(C(O2)CO)O)O)N. Cell line: HCC-2998. Synergy scores: CSS=10.00, Synergy_ZIP=-2.48, Synergy_Bliss=5.98, Synergy_Loewe=-1.72, Synergy_HSA=-1.03. (4) Drug 1: B(C(CC(C)C)NC(=O)C(CC1=CC=CC=C1)NC(=O)C2=NC=CN=C2)(O)O. Drug 2: CC1C(C(CC(O1)OC2CC(CC3=C2C(=C4C(=C3O)C(=O)C5=C(C4=O)C(=CC=C5)OC)O)(C(=O)CO)O)N)O.Cl. Cell line: RPMI-8226. Synergy scores: CSS=54.7, Synergy_ZIP=-1.95, Synergy_Bliss=-3.47, Synergy_Loewe=1.38, Synergy_HSA=2.22. (5) Drug 1: CC1=C2C(C(=O)C3(C(CC4C(C3C(C(C2(C)C)(CC1OC(=O)C(C(C5=CC=CC=C5)NC(=O)C6=CC=CC=C6)O)O)OC(=O)C7=CC=CC=C7)(CO4)OC(=O)C)O)C)OC(=O)C. Drug 2: CCC1=C2CN3C(=CC4=C(C3=O)COC(=O)C4(CC)O)C2=NC5=C1C=C(C=C5)O. Cell line: MDA-MB-231. Synergy scores: CSS=23.7, Synergy_ZIP=-8.09, Synergy_Bliss=-7.01, Synergy_Loewe=-4.66, Synergy_HSA=-2.08. (6) Drug 1: CC12CCC(CC1=CCC3C2CCC4(C3CC=C4C5=CN=CC=C5)C)O. Drug 2: CC1=C(C=C(C=C1)NC2=NC=CC(=N2)N(C)C3=CC4=NN(C(=C4C=C3)C)C)S(=O)(=O)N.Cl. Cell line: SW-620. Synergy scores: CSS=1.91, Synergy_ZIP=4.83, Synergy_Bliss=8.33, Synergy_Loewe=-4.08, Synergy_HSA=-2.29. (7) Drug 1: CC1=C(C=C(C=C1)NC(=O)C2=CC=C(C=C2)CN3CCN(CC3)C)NC4=NC=CC(=N4)C5=CN=CC=C5. Drug 2: CCCCCOC(=O)NC1=NC(=O)N(C=C1F)C2C(C(C(O2)C)O)O. Cell line: NCI-H322M. Synergy scores: CSS=-9.89, Synergy_ZIP=9.40, Synergy_Bliss=6.23, Synergy_Loewe=-12.3, Synergy_HSA=-11.9. (8) Drug 1: C1=CC(=C2C(=C1NCCNCCO)C(=O)C3=C(C=CC(=C3C2=O)O)O)NCCNCCO. Drug 2: C1C(C(OC1N2C=NC3=C2NC=NCC3O)CO)O. Cell line: EKVX. Synergy scores: CSS=9.28, Synergy_ZIP=-3.69, Synergy_Bliss=-4.91, Synergy_Loewe=-15.3, Synergy_HSA=-2.91. (9) Synergy scores: CSS=17.8, Synergy_ZIP=-6.40, Synergy_Bliss=-9.36, Synergy_Loewe=-6.57, Synergy_HSA=-6.01. Drug 1: C1=CC(=C2C(=C1NCCNCCO)C(=O)C3=C(C=CC(=C3C2=O)O)O)NCCNCCO. Drug 2: CCCCC(=O)OCC(=O)C1(CC(C2=C(C1)C(=C3C(=C2O)C(=O)C4=C(C3=O)C=CC=C4OC)O)OC5CC(C(C(O5)C)O)NC(=O)C(F)(F)F)O. Cell line: KM12.